Dataset: Full USPTO retrosynthesis dataset with 1.9M reactions from patents (1976-2016). Task: Predict the reactants needed to synthesize the given product. Given the product [F:36][C:34]([F:35])([F:37])[C:32]1[CH:33]=[C:28]([CH:29]=[C:30]([C:38]([F:41])([F:40])[F:39])[CH:31]=1)[CH2:27][N:20]([C:21]1[N:22]=[N:23][N:24]([CH3:26])[N:25]=1)[C@H:16]1[CH2:17][CH2:18][CH2:19][N:13]([CH2:12][C:10]2[CH:9]=[CH:8][C:7]([OH:51])=[C:6]([CH:11]=2)[C:5]([OH:52])=[O:4])[C:14]2[CH:45]=[C:44]([C:46]([F:47])([F:48])[F:49])[C:43]([CH3:50])=[CH:42][C:15]1=2, predict the reactants needed to synthesize it. The reactants are: [OH-].[Na+].C[O:4][C:5](=[O:52])[C:6]1[CH:11]=[C:10]([CH2:12][N:13]2[CH2:19][CH2:18][CH2:17][C@H:16]([N:20]([CH2:27][C:28]3[CH:33]=[C:32]([C:34]([F:37])([F:36])[F:35])[CH:31]=[C:30]([C:38]([F:41])([F:40])[F:39])[CH:29]=3)[C:21]3[N:22]=[N:23][N:24]([CH3:26])[N:25]=3)[C:15]3[CH:42]=[C:43]([CH3:50])[C:44]([C:46]([F:49])([F:48])[F:47])=[CH:45][C:14]2=3)[CH:9]=[CH:8][C:7]=1[OH:51].Cl.